This data is from NCI-60 drug combinations with 297,098 pairs across 59 cell lines. The task is: Regression. Given two drug SMILES strings and cell line genomic features, predict the synergy score measuring deviation from expected non-interaction effect. (1) Drug 1: CC1=CC2C(CCC3(C2CCC3(C(=O)C)OC(=O)C)C)C4(C1=CC(=O)CC4)C. Drug 2: CC1=C(C=C(C=C1)C(=O)NC2=CC(=CC(=C2)C(F)(F)F)N3C=C(N=C3)C)NC4=NC=CC(=N4)C5=CN=CC=C5. Cell line: EKVX. Synergy scores: CSS=2.01, Synergy_ZIP=-1.31, Synergy_Bliss=1.11, Synergy_Loewe=-1.80, Synergy_HSA=-1.45. (2) Drug 1: C1=CC(=CC=C1CCC2=CNC3=C2C(=O)NC(=N3)N)C(=O)NC(CCC(=O)O)C(=O)O. Synergy scores: CSS=22.3, Synergy_ZIP=1.67, Synergy_Bliss=1.07, Synergy_Loewe=-19.3, Synergy_HSA=-0.170. Cell line: UO-31. Drug 2: C1CC(=O)NC(=O)C1N2C(=O)C3=CC=CC=C3C2=O.